This data is from Reaction yield outcomes from USPTO patents with 853,638 reactions. The task is: Predict the reaction yield, written as a fraction of the theoretical maximum amount of product (1.0 means a 100% yield; for example, 0.34 means a 34% yield). The reactants are [NH2:1][C:2]1[N:7]=[C:6]([C:8]2[N:9](C(OC(C)(C)C)=O)[C:10]3[C:15]([CH:16]=2)=[C:14]([F:17])[CH:13]=[CH:12][CH:11]=3)[CH:5]=[C:4]([Cl:25])[CH:3]=1.C(O)(C(F)(F)F)=O.C([O-])([O-])=O.[K+].[K+]. The catalyst is C(Cl)Cl. The product is [Cl:25][C:4]1[CH:5]=[C:6]([C:8]2[NH:9][C:10]3[C:15]([CH:16]=2)=[C:14]([F:17])[CH:13]=[CH:12][CH:11]=3)[N:7]=[C:2]([NH2:1])[CH:3]=1. The yield is 0.830.